From a dataset of Forward reaction prediction with 1.9M reactions from USPTO patents (1976-2016). Predict the product of the given reaction. (1) Given the reactants Br[CH2:2][CH2:3][CH2:4][NH:5][C:6](=[O:12])[O:7][C:8]([CH3:11])([CH3:10])[CH3:9].[CH3:13][C:14]([S-:17])([CH3:16])[CH3:15].[Na+], predict the reaction product. The product is: [C:14]([S:17][CH2:2][CH2:3][CH2:4][NH:5][C:6](=[O:12])[O:7][C:8]([CH3:11])([CH3:10])[CH3:9])([CH3:16])([CH3:15])[CH3:13]. (2) Given the reactants [C:1]([O:5][C:6]([CH2:8][NH:9][C:10]1[CH:16]=[CH:15][C:14]([C:17]2[O:18][C:19]3[CH:25]=[CH:24][CH:23]=[CH:22][C:20]=3[N:21]=2)=[CH:13][C:11]=1[NH2:12])=[O:7])([CH3:4])([CH3:3])[CH3:2].[CH:26](=O)[CH3:27].OOS([O-])=O.[K+].C(=O)([O-])[O-].[K+].[K+], predict the reaction product. The product is: [O:18]1[C:19]2[CH:25]=[CH:24][CH:23]=[CH:22][C:20]=2[N:21]=[C:17]1[C:14]1[CH:15]=[CH:16][C:10]2[N:9]([CH2:8][C:6]([O:5][C:1]([CH3:4])([CH3:2])[CH3:3])=[O:7])[C:26]([CH3:27])=[N:12][C:11]=2[CH:13]=1. (3) Given the reactants [F:1][C:2]1[CH:3]=[N:4][CH:5]=[C:6]([CH:10]=1)[C:7](O)=[O:8].ClC(OCC)=O.[BH4-].[Na+].O, predict the reaction product. The product is: [F:1][C:2]1[CH:10]=[C:6]([CH2:7][OH:8])[CH:5]=[N:4][CH:3]=1. (4) Given the reactants [H-].[Al+3].[Li+].[H-].[H-].[H-].[NH:7]1[C:15]2[C:10](=[N:11][CH:12]=[CH:13][CH:14]=2)[C:9]([N:16]2[CH2:21][CH2:20][CH2:19]/[C:18](=[N:22]/O)/[CH2:17]2)=[CH:8]1, predict the reaction product. The product is: [NH:7]1[C:15]2[C:10](=[N:11][CH:12]=[CH:13][CH:14]=2)[C:9]([N:16]2[CH2:21][CH2:20][CH2:19][CH:18]([NH2:22])[CH2:17]2)=[CH:8]1. (5) Given the reactants C[O:2][C:3](=[O:37])[CH:4]([NH:19][S:20](C1C=CC(C2C=CC(OC)=CC=2)=CC=1)(=[O:22])=[O:21])[CH:5]1[CH2:10][CH2:9][N:8]([CH2:11][CH2:12][C:13]2[CH:18]=[CH:17][CH:16]=[CH:15][CH:14]=2)[CH2:7][CH2:6]1.O[C:39](C(F)(F)F)=O.COC(=O)C(NS([C:59]1[CH:64]=[CH:63][C:62]([C:65]2[CH:70]=[CH:69][C:68]([O:71][CH3:72])=[CH:67][CH:66]=2)=[CH:61][CH:60]=1)(=O)=O)C1CCNCC1.C1(CC=O)C=CC=CC=1.N1C=CC=CC=1, predict the reaction product. The product is: [CH3:72][O:71][C:68]1([S:20]([N:19]([CH:4]([CH:5]2[CH2:6][CH2:7][N:8]([CH2:11][CH2:12][C:13]3[CH:14]=[CH:15][CH:16]=[CH:17][CH:18]=3)[CH2:9][CH2:10]2)[C:3]([OH:2])=[O:37])[CH3:39])(=[O:22])=[O:21])[CH:67]=[CH:66][C:65]([C:62]2[CH:63]=[CH:64][CH:59]=[CH:60][CH:61]=2)=[CH:70][CH2:69]1.